Dataset: NCI-60 drug combinations with 297,098 pairs across 59 cell lines. Task: Regression. Given two drug SMILES strings and cell line genomic features, predict the synergy score measuring deviation from expected non-interaction effect. (1) Drug 1: CC1OCC2C(O1)C(C(C(O2)OC3C4COC(=O)C4C(C5=CC6=C(C=C35)OCO6)C7=CC(=C(C(=C7)OC)O)OC)O)O. Drug 2: CC1CCC2CC(C(=CC=CC=CC(CC(C(=O)C(C(C(=CC(C(=O)CC(OC(=O)C3CCCCN3C(=O)C(=O)C1(O2)O)C(C)CC4CCC(C(C4)OC)O)C)C)O)OC)C)C)C)OC. Cell line: K-562. Synergy scores: CSS=45.6, Synergy_ZIP=-12.2, Synergy_Bliss=-5.39, Synergy_Loewe=1.27, Synergy_HSA=2.76. (2) Drug 1: C1=CC(=C2C(=C1NCCNCCO)C(=O)C3=C(C=CC(=C3C2=O)O)O)NCCNCCO. Drug 2: C(=O)(N)NO. Cell line: CCRF-CEM. Synergy scores: CSS=69.9, Synergy_ZIP=-1.85, Synergy_Bliss=1.54, Synergy_Loewe=1.15, Synergy_HSA=5.54. (3) Drug 1: CN1CCC(CC1)COC2=C(C=C3C(=C2)N=CN=C3NC4=C(C=C(C=C4)Br)F)OC. Drug 2: C1=CN(C=N1)CC(O)(P(=O)(O)O)P(=O)(O)O. Cell line: DU-145. Synergy scores: CSS=14.1, Synergy_ZIP=-4.03, Synergy_Bliss=0.760, Synergy_Loewe=-11.2, Synergy_HSA=0.242. (4) Drug 1: CN(C)N=NC1=C(NC=N1)C(=O)N. Drug 2: CC1C(C(CC(O1)OC2CC(CC3=C2C(=C4C(=C3O)C(=O)C5=CC=CC=C5C4=O)O)(C(=O)C)O)N)O. Cell line: IGROV1. Synergy scores: CSS=44.1, Synergy_ZIP=-3.45, Synergy_Bliss=-4.12, Synergy_Loewe=-43.5, Synergy_HSA=-3.94. (5) Drug 1: CC1=C(C=C(C=C1)NC(=O)C2=CC=C(C=C2)CN3CCN(CC3)C)NC4=NC=CC(=N4)C5=CN=CC=C5. Drug 2: CC(C)NC(=O)C1=CC=C(C=C1)CNNC.Cl. Cell line: HT29. Synergy scores: CSS=-1.22, Synergy_ZIP=-0.673, Synergy_Bliss=-0.605, Synergy_Loewe=-2.74, Synergy_HSA=-2.03. (6) Drug 1: C1=C(C(=O)NC(=O)N1)F. Drug 2: CN(C)C1=NC(=NC(=N1)N(C)C)N(C)C. Cell line: IGROV1. Synergy scores: CSS=38.9, Synergy_ZIP=9.33, Synergy_Bliss=10.1, Synergy_Loewe=4.96, Synergy_HSA=10.8. (7) Cell line: U251. Drug 2: CS(=O)(=O)C1=CC(=C(C=C1)C(=O)NC2=CC(=C(C=C2)Cl)C3=CC=CC=N3)Cl. Synergy scores: CSS=4.70, Synergy_ZIP=-2.46, Synergy_Bliss=-3.39, Synergy_Loewe=-4.65, Synergy_HSA=-4.20. Drug 1: C1CCN(CC1)CCOC2=CC=C(C=C2)C(=O)C3=C(SC4=C3C=CC(=C4)O)C5=CC=C(C=C5)O. (8) Drug 1: CC1C(C(=O)NC(C(=O)N2CCCC2C(=O)N(CC(=O)N(C(C(=O)O1)C(C)C)C)C)C(C)C)NC(=O)C3=C4C(=C(C=C3)C)OC5=C(C(=O)C(=C(C5=N4)C(=O)NC6C(OC(=O)C(N(C(=O)CN(C(=O)C7CCCN7C(=O)C(NC6=O)C(C)C)C)C)C(C)C)C)N)C. Drug 2: C(=O)(N)NO. Cell line: CCRF-CEM. Synergy scores: CSS=-0.0215, Synergy_ZIP=-0.0718, Synergy_Bliss=-3.50, Synergy_Loewe=-15.7, Synergy_HSA=-10.0. (9) Cell line: RPMI-8226. Drug 2: CC1=C(C(=O)C2=C(C1=O)N3CC4C(C3(C2COC(=O)N)OC)N4)N. Drug 1: CC1C(C(CC(O1)OC2CC(CC3=C2C(=C4C(=C3O)C(=O)C5=C(C4=O)C(=CC=C5)OC)O)(C(=O)C)O)N)O.Cl. Synergy scores: CSS=48.1, Synergy_ZIP=6.36, Synergy_Bliss=7.70, Synergy_Loewe=0.908, Synergy_HSA=11.1. (10) Drug 1: CC1CCC2CC(C(=CC=CC=CC(CC(C(=O)C(C(C(=CC(C(=O)CC(OC(=O)C3CCCCN3C(=O)C(=O)C1(O2)O)C(C)CC4CCC(C(C4)OC)OCCO)C)C)O)OC)C)C)C)OC. Drug 2: CC(C)CN1C=NC2=C1C3=CC=CC=C3N=C2N. Cell line: HS 578T. Synergy scores: CSS=14.1, Synergy_ZIP=-9.72, Synergy_Bliss=-12.5, Synergy_Loewe=-16.1, Synergy_HSA=-9.13.